This data is from Catalyst prediction with 721,799 reactions and 888 catalyst types from USPTO. The task is: Predict which catalyst facilitates the given reaction. (1) Reactant: O[CH2:2][CH2:3][NH:4][C:5]1[CH:10]=[C:9]([C:11]2[CH:16]=[CH:15][CH:14]=[CH:13][N:12]=2)[N:8]=[C:7]([C:17]2[CH:22]=[CH:21][CH:20]=[CH:19][N:18]=2)[CH:6]=1.S(Cl)([Cl:25])=O. Product: [Cl:25][CH2:2][CH2:3][NH:4][C:5]1[CH:10]=[C:9]([C:11]2[CH:16]=[CH:15][CH:14]=[CH:13][N:12]=2)[N:8]=[C:7]([C:17]2[CH:22]=[CH:21][CH:20]=[CH:19][N:18]=2)[CH:6]=1. The catalyst class is: 4. (2) Reactant: [CH2:1]([O:8][NH:9][C:10](=[O:18])OC1C=CC=CC=1)[C:2]1[CH:7]=[CH:6][CH:5]=[CH:4][CH:3]=1.[N:19]1[CH:24]=[CH:23][CH:22]=[CH:21][C:20]=1[C:25]([NH2:28])([CH3:27])[CH3:26].C(N(CC)CC)C. The catalyst class is: 7. Product: [CH2:1]([O:8][NH:9][C:10]([NH:28][C:25]([C:20]1[CH:21]=[CH:22][CH:23]=[CH:24][N:19]=1)([CH3:27])[CH3:26])=[O:18])[C:2]1[CH:3]=[CH:4][CH:5]=[CH:6][CH:7]=1. (3) Reactant: [F:1][C:2]1[CH:3]=[C:4]([CH:9]=[CH:10][C:11]=1[F:12])[C:5](=[NH:8])[NH:6]O.[C:13]([O:16]C(=O)C)(=[O:15])[CH3:14]. Product: [C:13]([OH:16])(=[O:15])[CH3:14].[F:1][C:2]1[CH:3]=[C:4]([CH:9]=[CH:10][C:11]=1[F:12])[C:5](=[NH:6])[NH2:8]. The catalyst class is: 331.